This data is from Forward reaction prediction with 1.9M reactions from USPTO patents (1976-2016). The task is: Predict the product of the given reaction. (1) Given the reactants FC(F)(F)[C:3](O)=[O:4].C(OC([N:15]1[C@H:19]([CH2:20][OH:21])[CH2:18][C@H:17]([O:22][C:23]2[CH:28]=[C:27]([F:29])[CH:26]=[CH:25][C:24]=2[NH:30][C:31]2[C:32]3[C:39]([CH3:40])=[C:38]([C:41](N)=[O:42])[S:37][C:33]=3[N:34]=[CH:35][N:36]=2)[CH2:16]1)=O)(C)(C)C, predict the reaction product. The product is: [CH3:3][O:4][C:41]([C:38]1[S:37][C:33]2[N:34]=[CH:35][N:36]=[C:31]([NH:30][C:24]3[CH:25]=[CH:26][C:27]([F:29])=[CH:28][C:23]=3[O:22][C@H:17]3[CH2:18][C@@H:19]([CH2:20][OH:21])[NH:15][CH2:16]3)[C:32]=2[C:39]=1[CH3:40])=[O:42]. (2) The product is: [CH3:7][C:6]1[CH:5]=[C:4]([CH:8]2[CH2:11][C:10]3([CH2:12][CH2:13][N:14]([C:17]([NH:41][C:38]4[N:39]=[N:40][C:35]([C:29]5[CH:34]=[CH:33][CH:32]=[CH:31][CH:30]=5)=[N:36][N:37]=4)=[O:18])[CH2:15][CH2:16]3)[CH2:9]2)[CH:3]=[CH:2][CH:1]=1. Given the reactants [CH3:1][C:2]1[CH:3]=[C:4]([CH:8]2[CH2:11][C:10]3([CH2:16][CH2:15][N:14]([C:17](OC4C=CC([N+]([O-])=O)=CC=4)=[O:18])[CH2:13][CH2:12]3)[CH2:9]2)[CH:5]=[CH:6][CH:7]=1.[C:29]1([C:35]2[N:40]=[N:39][C:38]([NH2:41])=[N:37][N:36]=2)[CH:34]=[CH:33][CH:32]=[CH:31][CH:30]=1.C(O)(C(F)(F)F)=O.CC#N, predict the reaction product. (3) Given the reactants CS(O[CH2:6][C@H:7]1[N:18]2[C:19]3[C:10](=[C:11]([F:21])[CH:12]=[N:13][C:14]=3[CH:15]=[CH:16][C:17]2=[O:20])[O:9][CH2:8]1)(=O)=O.[C:22]([O:26][C:27](=[O:36])[NH:28][C@H:29]1[CH2:34][CH2:33][NH:32][CH2:31][C@H:30]1[OH:35])([CH3:25])([CH3:24])[CH3:23], predict the reaction product. The product is: [F:21][C:11]1[CH:12]=[N:13][C:14]2[CH:15]=[CH:16][C:17](=[O:20])[N:18]3[C@H:7]([CH2:6][N:32]4[CH2:33][CH2:34][C@H:29]([NH:28][C:27](=[O:36])[O:26][C:22]([CH3:23])([CH3:24])[CH3:25])[C@H:30]([OH:35])[CH2:31]4)[CH2:8][O:9][C:10]=1[C:19]=23. (4) Given the reactants [C:1]([O:5][C:6]([C@@H:8]1[CH2:12][CH2:11][CH:10]([OH:13])[N:9]1[C:14]([O:16][C:17]([CH3:20])([CH3:19])[CH3:18])=[O:15])=[O:7])([CH3:4])([CH3:3])[CH3:2].[CH3:21][C:22]1C=CC(S([O-])(=O)=O)=CC=1.C1C=C[NH+]=CC=1, predict the reaction product. The product is: [C:1]([O:5][C:6]([C@@H:8]1[CH2:12][CH2:11][CH:10]([O:13][CH2:21][CH3:22])[N:9]1[C:14]([O:16][C:17]([CH3:20])([CH3:19])[CH3:18])=[O:15])=[O:7])([CH3:4])([CH3:3])[CH3:2]. (5) Given the reactants [F:1][C:2]([F:7])([F:6])[C:3](O)=O.[O:8]([CH2:15][C:16]1[CH:24]=[C:19]2C=[N:21][CH2:22][CH2:23][N:18]2[N:17]=1)[C:9]1[CH:14]=[CH:13][CH:12]=[CH:11][CH:10]=1.F.[K].C[Si](C(F)(F)F)(C)C.C([O-])([O-])=O.[Na+].[Na+], predict the reaction product. The product is: [O:8]([CH2:15][C:16]1[CH:24]=[C:19]2[CH:3]([C:2]([F:7])([F:6])[F:1])[NH:21][CH2:22][CH2:23][N:18]2[N:17]=1)[C:9]1[CH:10]=[CH:11][CH:12]=[CH:13][CH:14]=1. (6) Given the reactants [Cl:1][C:2]1[CH:7]=[CH:6][C:5]([CH2:8][C:9](OCC)=O)=[CH:4][CH:3]=1.[CH3:14][C:15]1[CH:20]=[CH:19][C:18]([NH:21][C:22](=[S:25])[NH:23][NH2:24])=[CH:17][CH:16]=1.C[O-].[Na+], predict the reaction product. The product is: [Cl:1][C:2]1[CH:3]=[CH:4][C:5]([CH2:8][C:9]2[N:21]([C:18]3[CH:19]=[CH:20][C:15]([CH3:14])=[CH:16][CH:17]=3)[C:22](=[S:25])[NH:23][N:24]=2)=[CH:6][CH:7]=1. (7) Given the reactants [CH2:1]([C:3]1[CH:8]=[CH:7][C:6]([C:9]2[C:14]([F:15])=[C:13]([F:16])[C:12]([OH:17])=[C:11]([CH2:18][CH2:19][C:20](=[O:22])[CH3:21])[CH:10]=2)=[CH:5][CH:4]=1)[CH3:2].[BH4-].[Na+], predict the reaction product. The product is: [CH2:1]([C:3]1[CH:8]=[CH:7][C:6]([C:9]2[CH:10]=[C:11]([CH2:18][CH2:19][CH:20]([OH:22])[CH3:21])[C:12]([OH:17])=[C:13]([F:16])[C:14]=2[F:15])=[CH:5][CH:4]=1)[CH3:2]. (8) The product is: [F:23][C:14]1[C:15](=[O:22])[N:16]2[C:20](=[C:21]([NH:10][S:7]([C:4]3([CH2:1][CH:2]=[CH2:3])[CH2:6][CH2:5]3)(=[O:8])=[O:9])[C:13]=1[NH:12][C:24]1[CH:29]=[CH:28][C:27]([I:30])=[CH:26][C:25]=1[F:31])[CH2:19][CH2:18][CH2:17]2. Given the reactants [CH2:1]([C:4]1([S:7]([N:10]2[C:21]3[C:13](=[C:14]([F:23])[C:15](=[O:22])[N:16]4[C:20]=3[CH2:19][CH2:18][CH2:17]4)[N:12]([C:24]3[CH:29]=[CH:28][C:27]([I:30])=[CH:26][C:25]=3[F:31])C2=O)(=[O:9])=[O:8])[CH2:6][CH2:5]1)[CH:2]=[CH2:3].CO, predict the reaction product. (9) Given the reactants I[C:2]1[CH:3]=[C:4]2[C:8](=[CH:9][CH:10]=1)[NH:7][N:6]=[CH:5]2.[CH:11](O[Na])=[O:12].[C]=O, predict the reaction product. The product is: [NH:7]1[C:8]2[C:4](=[CH:3][C:2]([CH:11]=[O:12])=[CH:10][CH:9]=2)[CH:5]=[N:6]1. (10) Given the reactants [CH3:1][O:2][C:3](=[O:20])[CH2:4][C:5]1[CH:10]=[CH:9][C:8]([N+:11]([O-:13])=[O:12])=[C:7]([O:14][CH2:15][C:16]([F:19])([F:18])[F:17])[CH:6]=1.Br[CH2:22][CH:23]1[CH2:26][CH2:25][CH2:24]1.[OH-].[K+].O, predict the reaction product. The product is: [CH3:1][O:2][C:3](=[O:20])[CH:4]([C:5]1[CH:10]=[CH:9][C:8]([N+:11]([O-:13])=[O:12])=[C:7]([O:14][CH2:15][C:16]([F:17])([F:19])[F:18])[CH:6]=1)[CH2:22][CH:23]1[CH2:26][CH2:25][CH2:24]1.